From a dataset of Peptide-MHC class II binding affinity with 134,281 pairs from IEDB. Regression. Given a peptide amino acid sequence and an MHC pseudo amino acid sequence, predict their binding affinity value. This is MHC class II binding data. (1) The peptide sequence is SQDLELSWNLNGLDAY. The MHC is DRB1_0401 with pseudo-sequence DRB1_0401. The binding affinity (normalized) is 0.648. (2) The binding affinity (normalized) is 0.530. The MHC is DRB1_0101 with pseudo-sequence DRB1_0101. The peptide sequence is RRSYPKVFEEHLVPF. (3) The peptide sequence is KFIPALEAAVKQAYAATVAT. The MHC is DRB1_0301 with pseudo-sequence DRB1_0301. The binding affinity (normalized) is 0.645.